From a dataset of Forward reaction prediction with 1.9M reactions from USPTO patents (1976-2016). Predict the product of the given reaction. (1) Given the reactants N(OC(C)(C)C)=O.[Br:8][C:9]1[CH:14]=[CH:13][C:12](N)=[C:11]([I:16])[CH:10]=1.[ClH:17], predict the reaction product. The product is: [Br:8][C:9]1[CH:14]=[CH:13][C:12]([Cl:17])=[C:11]([I:16])[CH:10]=1. (2) Given the reactants C(OC([NH:11][C@H:12]([C:38]([O:40][C:41]([CH3:44])([CH3:43])[CH3:42])=[O:39])[CH2:13][C:14]1[CH:15]=[N:16][C:17](/[CH:20]=[CH:21]/[CH2:22][C:23]2[CH:28]=[CH:27][CH:26]=[C:25]([N:29]([C:31]([O:33][C:34]([CH3:37])([CH3:36])[CH3:35])=[O:32])[CH3:30])[N:24]=2)=[CH:18][CH:19]=1)=O)C1C=CC=CC=1, predict the reaction product. The product is: [C:34]([O:33][C:31]([N:29]([CH3:30])[C:25]1[N:24]=[C:23]([CH2:22][CH2:21][CH2:20][C:17]2[N:16]=[CH:15][C:14]([CH2:13][C@@H:12]([C:38]([O:40][C:41]([CH3:44])([CH3:43])[CH3:42])=[O:39])[NH2:11])=[CH:19][CH:18]=2)[CH:28]=[CH:27][CH:26]=1)=[O:32])([CH3:37])([CH3:36])[CH3:35]. (3) Given the reactants [Br:1][C:2]1[NH:3][C:4]2[C:9]([C:10]=1[CH:11]1[CH2:16][CH2:15][CH2:14][CH2:13][CH2:12]1)=[CH:8][CH:7]=[C:6]([C:17]([O:19][CH3:20])=[O:18])[CH:5]=2.[H-].[Na+].[CH3:23][O:24][CH:25]([O:28][CH3:29])[CH2:26]Br, predict the reaction product. The product is: [Br:1][C:2]1[N:3]([CH2:26][CH:25]([O:28][CH3:29])[O:24][CH3:23])[C:4]2[C:9]([C:10]=1[CH:11]1[CH2:16][CH2:15][CH2:14][CH2:13][CH2:12]1)=[CH:8][CH:7]=[C:6]([C:17]([O:19][CH3:20])=[O:18])[CH:5]=2.